From a dataset of Catalyst prediction with 721,799 reactions and 888 catalyst types from USPTO. Predict which catalyst facilitates the given reaction. (1) Reactant: Br[C:2]1[CH:7]=[C:6]([Cl:8])[N:5]=[N:4][C:3]=1[NH2:9].Br[CH2:11][C:12]([C:14]1[CH:19]=[CH:18][CH:17]=[CH:16][CH:15]=1)=O.O1CCOCC1.[NH:26]1[CH2:31][CH2:30][O:29][CH2:28][CH2:27]1. Product: [Cl:8][C:6]1[CH:7]=[C:2]([N:26]2[CH2:31][CH2:30][O:29][CH2:28][CH2:27]2)[C:3]2[N:4]([CH:11]=[C:12]([C:14]3[CH:19]=[CH:18][CH:17]=[CH:16][CH:15]=3)[N:9]=2)[N:5]=1. The catalyst class is: 8. (2) Reactant: Cl.C(OC([N:9]1[CH2:15][CH2:14][C:13]2[C:16]([CH2:21][NH:22][C:23]3[CH:28]=[CH:27][C:26]([C:29](=[O:38])[NH:30][CH:31]4[CH2:37][CH2:36][CH2:35][CH2:34][CH2:33][CH2:32]4)=[CH:25][CH:24]=3)=[C:17]([Cl:20])[CH:18]=[CH:19][C:12]=2[CH2:11][CH2:10]1)=O)(C)(C)C. Product: [Cl:20][C:17]1[CH:18]=[CH:19][C:12]2[CH2:11][CH2:10][NH:9][CH2:15][CH2:14][C:13]=2[C:16]=1[CH2:21][NH:22][C:23]1[CH:28]=[CH:27][C:26]([C:29](=[O:38])[NH:30][CH:31]2[CH2:32][CH2:33][CH2:34][CH2:35][CH2:36][CH2:37]2)=[CH:25][CH:24]=1. The catalyst class is: 513. (3) Reactant: [CH:1]([O:4][C:5]1[CH:10]=[CH:9][C:8]([C:11]2[CH:16]=[CH:15][CH:14]=[C:13]([CH:17]3[CH2:26][C:25]([CH3:28])([CH3:27])[C:24]4[C:19](=[CH:20][CH:21]=[C:22]([C:29]([OH:31])=O)[CH:23]=4)[NH:18]3)[CH:12]=2)=[CH:7][CH:6]=1)([CH3:3])[CH3:2].Cl.CN(C)CCCN=C=NCC.[CH3:44][S:45]([NH2:48])(=[O:47])=[O:46]. Product: [CH:1]([O:4][C:5]1[CH:10]=[CH:9][C:8]([C:11]2[CH:16]=[CH:15][CH:14]=[C:13]([CH:17]3[CH2:26][C:25]([CH3:28])([CH3:27])[C:24]4[C:19](=[CH:20][CH:21]=[C:22]([C:29]([NH:48][S:45]([CH3:44])(=[O:47])=[O:46])=[O:31])[CH:23]=4)[NH:18]3)[CH:12]=2)=[CH:7][CH:6]=1)([CH3:2])[CH3:3]. The catalyst class is: 119. (4) Reactant: Cl.[Cl:2][C:3]1[N:4]=[C:5]([N:19]2[CH2:24][CH2:23][O:22][CH2:21][CH2:20]2)[C:6]2[S:11][C:10]([CH2:12][N:13]3[CH2:18][CH2:17][NH:16][CH2:15][CH2:14]3)=[CH:9][C:7]=2[N:8]=1.C(N(CC)CC)C.[CH2:32]([S:34](Cl)(=[O:36])=[O:35])[CH3:33]. Product: [Cl:2][C:3]1[N:4]=[C:5]([N:19]2[CH2:20][CH2:21][O:22][CH2:23][CH2:24]2)[C:6]2[S:11][C:10]([CH2:12][N:13]3[CH2:18][CH2:17][N:16]([S:34]([CH2:32][CH3:33])(=[O:36])=[O:35])[CH2:15][CH2:14]3)=[CH:9][C:7]=2[N:8]=1. The catalyst class is: 2. (5) Reactant: [NH2:1][CH2:2][CH:3]1[O:7][C:6](=[O:8])[N:5]([C:9]2[CH:14]=[CH:13][C:12]([N:15]3[CH2:20][CH2:19][O:18][CH2:17][CH2:16]3)=[C:11]([F:21])[CH:10]=2)[CH2:4]1.[Cl:22][C:23]1[CH:32]=[C:31]2[C:26]([C:27]([NH:33][CH2:34][C:35](O)=[O:36])=[CH:28][CH:29]=[N:30]2)=[CH:25][CH:24]=1.C1CN([P+](ON2N=NC3C=CC=CC2=3)(N2CCCC2)N2CCCC2)CC1.F[P-](F)(F)(F)(F)F.CN1CCOCC1. Product: [Cl:22][C:23]1[CH:32]=[C:31]2[C:26]([C:27]([NH:33][CH2:34][C:35]([NH:1][CH2:2][C@@H:3]3[O:7][C:6](=[O:8])[N:5]([C:9]4[CH:14]=[CH:13][C:12]([N:15]5[CH2:16][CH2:17][O:18][CH2:19][CH2:20]5)=[C:11]([F:21])[CH:10]=4)[CH2:4]3)=[O:36])=[CH:28][CH:29]=[N:30]2)=[CH:25][CH:24]=1. The catalyst class is: 9.